Dataset: Forward reaction prediction with 1.9M reactions from USPTO patents (1976-2016). Task: Predict the product of the given reaction. The product is: [NH2:9][C:4]1[CH:3]=[C:2]([C:18]2[CH:30]=[CH:29][C:21]3[N:22]=[C:23]([NH:25][C:26](=[O:28])[CH3:27])[S:24][C:20]=3[CH:19]=2)[CH:7]=[N:6][C:5]=1[Cl:8]. Given the reactants Br[C:2]1[CH:3]=[C:4]([NH2:9])[C:5]([Cl:8])=[N:6][CH:7]=1.CC1(C)C(C)(C)OB([C:18]2[CH:30]=[CH:29][C:21]3[N:22]=[C:23]([NH:25][C:26](=[O:28])[CH3:27])[S:24][C:20]=3[CH:19]=2)O1.C(=O)([O-])[O-].[K+].[K+].O, predict the reaction product.